This data is from Experimental lipophilicity measurements (octanol/water distribution) for 4,200 compounds from AstraZeneca. The task is: Regression/Classification. Given a drug SMILES string, predict its absorption, distribution, metabolism, or excretion properties. Task type varies by dataset: regression for continuous measurements (e.g., permeability, clearance, half-life) or binary classification for categorical outcomes (e.g., BBB penetration, CYP inhibition). For this dataset (lipophilicity_astrazeneca), we predict Y. (1) The drug is CC(C)c1ccc(Sc2cnc(O)c(C(=O)NCc3ccccc3)c2)cc1. The Y is 3.70 logD. (2) The molecule is C[C@@H]1CN[C@@H](C2CC2)C(=O)N(C)[C@H](C)C(=O)N[C@H](Cc2ccc(F)cc2)C(=O)NCCCc2ccccc2O1. The Y is 3.30 logD. (3) The drug is C[C@H](Nc1nc(Nc2ncc(C#N)s2)cc(N2CCOCC2)n1)c1ncc(F)cn1. The Y is 2.26 logD. (4) The molecule is Cc1cc(O)nc(-n2nc(C)c(Oc3ccccc3O)c2C)n1. The Y is 1.40 logD. (5) The drug is CCc1ccc(CCOc2ccc(CC3SC(=O)NC3=O)cc2)nc1. The Y is 2.80 logD. (6) The molecule is O=c1[nH]n(Cc2cc3ccccc3s2)c(=O)c2c(=O)c3ccc(Cl)cc3[nH]c12. The Y is 2.00 logD. (7) The drug is Cc1ncc(-c2nc(Nc3ccc(C(N)=O)cc3)ncc2F)n1C(C)C. The Y is 2.70 logD. (8) The compound is Oc1ccc2nc(-c3ccccc3)sc2c1. The Y is 3.99 logD. (9) The compound is NC(=O)c1cnc(N[C@H]2CCCNC2)c2cc(-c3ccc(F)cc3)sc12. The Y is 2.01 logD.